Task: Predict the reaction yield, written as a fraction of the theoretical maximum amount of product (1.0 means a 100% yield; for example, 0.34 means a 34% yield).. Dataset: Reaction yield outcomes from USPTO patents with 853,638 reactions (1) The reactants are [CH3:1][N:2]1[C:6]([C:7]2[CH:8]=[C:9]([NH:22]C(=O)C)[CH:10]=[CH:11][C:12]=2[O:13][CH2:14][CH2:15][N:16]2[CH2:21][CH2:20][CH2:19][CH2:18][CH2:17]2)=[CH:5][CH:4]=[N:3]1.[OH-].[Na+]. The catalyst is C(O)C. The product is [CH3:1][N:2]1[C:6]([C:7]2[CH:8]=[C:9]([NH2:22])[CH:10]=[CH:11][C:12]=2[O:13][CH2:14][CH2:15][N:16]2[CH2:21][CH2:20][CH2:19][CH2:18][CH2:17]2)=[CH:5][CH:4]=[N:3]1. The yield is 0.971. (2) The reactants are [CH3:1][C:2]1[CH:7]=[C:6]([N:8]2[C:16]3[C:11](=[CH:12][C:13]4[CH2:25][C:20]5(OCC[O:21]5)[CH2:19][CH2:18][CH2:17][C:14]=4[CH:15]=3)[CH:10]=[N:9]2)[CH:5]=[CH:4][N:3]=1.CC1C=CC(S(O)(=O)=O)=CC=1.C([O-])(O)=O.[Na+]. The catalyst is CC(C)=O.O. The product is [CH3:1][C:2]1[CH:7]=[C:6]([N:8]2[C:16]3[C:11](=[CH:12][C:13]4[CH2:25][C:20](=[O:21])[CH2:19][CH2:18][CH2:17][C:14]=4[CH:15]=3)[CH:10]=[N:9]2)[CH:5]=[CH:4][N:3]=1. The yield is 0.990. (3) The reactants are [CH:1]1[CH:6]=[N:5][C:4](Cl)=[C:3]([C:8]#[N:9])[CH:2]=1.C1(P(C2C=CC=CC=2)C2C=CC=CC=2)C=CC=CC=1.[CH3:29][Si:30]([C:33]#[CH:34])([CH3:32])[CH3:31]. The catalyst is C(N(CC)CC)C.C([O-])(=O)C.[Pd+2].C([O-])(=O)C. The product is [CH3:29][Si:30]([CH3:32])([CH3:31])[C:33]#[C:34][C:4]1[N:5]=[CH:6][CH:1]=[CH:2][C:3]=1[C:8]#[N:9]. The yield is 0.750. (4) The reactants are [F:1][C:2]1[CH:7]=[C:6]([F:8])[CH:5]=[CH:4][C:3]=1[S:9]([NH:12][C:13]1[C:14]([O:28][CH3:29])=[N:15][CH:16]=[C:17]([C:19]2[CH:24]=[CH:23][N:22]3[N:25]=[CH:26][CH:27]=[C:21]3[N:20]=2)[CH:18]=1)(=[O:11])=[O:10].[I:30]N1C(=O)CCC1=O. The catalyst is CO. The product is [F:1][C:2]1[CH:7]=[C:6]([F:8])[CH:5]=[CH:4][C:3]=1[S:9]([NH:12][C:13]1[C:14]([O:28][CH3:29])=[N:15][CH:16]=[C:17]([C:19]2[CH:24]=[CH:23][N:22]3[N:25]=[CH:26][C:27]([I:30])=[C:21]3[N:20]=2)[CH:18]=1)(=[O:10])=[O:11]. The yield is 0.806.